Dataset: Reaction yield outcomes from USPTO patents with 853,638 reactions. Task: Predict the reaction yield, written as a fraction of the theoretical maximum amount of product (1.0 means a 100% yield; for example, 0.34 means a 34% yield). (1) The reactants are C(O[C:4]([C:6]1[S:7][C:8]([C:18]2[CH:23]=[CH:22][C:21]([Cl:24])=[CH:20][CH:19]=2)=[C:9]([C:11]2[CH:16]=[CH:15][C:14]([Cl:17])=[CH:13][CH:12]=2)[N:10]=1)=[O:5])C.[CH:25]1([NH2:31])[CH2:30][CH2:29][CH2:28][CH2:27][CH2:26]1. No catalyst specified. The product is [CH:25]1([NH:31][C:4]([C:6]2[S:7][C:8]([C:18]3[CH:23]=[CH:22][C:21]([Cl:24])=[CH:20][CH:19]=3)=[C:9]([C:11]3[CH:12]=[CH:13][C:14]([Cl:17])=[CH:15][CH:16]=3)[N:10]=2)=[O:5])[CH2:30][CH2:29][CH2:28][CH2:27][CH2:26]1. The yield is 0.930. (2) The reactants are [CH3:1][O:2][C:3]([C:5]1[CH:6]=[C:7]([Cl:18])[C:8]([C:11]2[CH:12]=[N:13][C:14]([CH3:17])=[CH:15][CH:16]=2)=[N:9][CH:10]=1)=[O:4].[Se](=O)=[O:20]. The catalyst is O1CCOCC1. The product is [CH3:1][O:2][C:3]([C:5]1[CH:6]=[C:7]([Cl:18])[C:8]([C:11]2[CH:12]=[N:13][C:14]([CH:17]=[O:20])=[CH:15][CH:16]=2)=[N:9][CH:10]=1)=[O:4]. The yield is 0.810. (3) The reactants are [OH:1][C:2]1[CH:11]=[C:10]2[C:5]([CH2:6][CH2:7][CH2:8][O:9]2)=[CH:4][C:3]=1[C:12](=[O:14])[CH3:13].[H-].[Na+].I[CH2:18][CH2:19][CH3:20].O. The catalyst is CN(C=O)C. The product is [CH2:18]([O:1][C:2]1[CH:11]=[C:10]2[C:5]([CH2:6][CH2:7][CH2:8][O:9]2)=[CH:4][C:3]=1[C:12](=[O:14])[CH3:13])[CH2:19][CH3:20]. The yield is 1.00. (4) The reactants are CC(C)([O-])C.[K+].[C:7]([C:11]1[CH:15]=[C:14]([C:16]([O:18][CH2:19][CH3:20])=[O:17])[NH:13][N:12]=1)([CH3:10])([CH3:9])[CH3:8].C([O:25][C:26](=[O:29])[CH2:27]Br)(C)(C)C.[NH4+].[Cl-]. The catalyst is CS(C)=O.C(O)(C(F)(F)F)=O. The product is [C:7]([C:11]1[CH:15]=[C:14]([C:16]([O:18][CH2:19][CH3:20])=[O:17])[N:13]([CH2:27][C:26]([OH:29])=[O:25])[N:12]=1)([CH3:10])([CH3:8])[CH3:9]. The yield is 1.00. (5) The reactants are [Cl:1][C:2]1[CH:3]=[N:4][N:5]([CH3:16])[C:6]=1[C:7]1[CH:8]=[C:9]([C:13]([OH:15])=O)[S:10][C:11]=1[CH3:12].[NH2:17][C@@H:18]([CH2:31][C:32]1[CH:37]=[CH:36][CH:35]=[C:34]([F:38])[CH:33]=1)[CH2:19][N:20]1[C:28](=[O:29])[C:27]2[C:22](=[CH:23][CH:24]=[CH:25][CH:26]=2)[C:21]1=[O:30].CC(OC(N[C@H](C(O)=O)CC1C=CC=CC=1C(F)(F)F)=O)(C)C.C1CN([P+](Br)(N2CCCC2)N2CCCC2)CC1.F[P-](F)(F)(F)(F)F.CCN(C(C)C)C(C)C. The catalyst is C(Cl)(Cl)Cl. The product is [Cl:1][C:2]1[CH:3]=[N:4][N:5]([CH3:16])[C:6]=1[C:7]1[CH:8]=[C:9]([C:13]([NH:17][C@@H:18]([CH2:31][C:32]2[CH:37]=[CH:36][CH:35]=[C:34]([F:38])[CH:33]=2)[CH2:19][N:20]2[C:28](=[O:29])[C:27]3[C:22](=[CH:23][CH:24]=[CH:25][CH:26]=3)[C:21]2=[O:30])=[O:15])[S:10][C:11]=1[CH3:12]. The yield is 0.420. (6) The reactants are [N:1]1([C:5]2[N:10]=[CH:9][C:8]([C:11]3[CH:16]=[CH:15][C:14]([S:17]([NH:20][C:21]4[C:30]([F:31])=[CH:29][C:24]([C:25]([O:27]C)=[O:26])=[C:23]([F:32])[CH:22]=4)(=[O:19])=[O:18])=[CH:13][CH:12]=3)=[CH:7][N:6]=2)[CH2:4][CH2:3][CH2:2]1.[OH-].[Li+].Cl. The catalyst is CO. The product is [N:1]1([C:5]2[N:6]=[CH:7][C:8]([C:11]3[CH:12]=[CH:13][C:14]([S:17]([NH:20][C:21]4[C:30]([F:31])=[CH:29][C:24]([C:25]([OH:27])=[O:26])=[C:23]([F:32])[CH:22]=4)(=[O:19])=[O:18])=[CH:15][CH:16]=3)=[CH:9][N:10]=2)[CH2:2][CH2:3][CH2:4]1. The yield is 0.690. (7) The reactants are C([NH:18][C@H:19]([C:23](O)=O)[CH2:20][CH2:21][CH3:22])(OCC1C2C(=CC=CC=2)C2C1=CC=CC=2)=O.CO[C:28](=[O:35])[C@H:29]([CH2:31][CH:32]([CH3:34])[CH3:33])[NH2:30]. No catalyst specified. The product is [CH2:31]([C@@H:29]1[NH:30][CH2:23][C@H:19]([CH2:20][CH2:21][CH3:22])[NH:18][C:28]1=[O:35])[CH:32]([CH3:33])[CH3:34]. The yield is 0.291. (8) The reactants are [NH2:1][C:2]1[CH:10]=[C:9]([F:11])[C:8]([F:12])=[CH:7][C:3]=1[C:4](O)=[O:5].[NH:13]1CCCC[CH2:14]1.N1C=NC=NC=1. The catalyst is C(O)C. The product is [F:12][C:8]1[CH:7]=[C:3]2[C:2](=[CH:10][C:9]=1[F:11])[N:1]=[CH:14][NH:13][C:4]2=[O:5]. The yield is 0.860.